Dataset: NCI-60 drug combinations with 297,098 pairs across 59 cell lines. Task: Regression. Given two drug SMILES strings and cell line genomic features, predict the synergy score measuring deviation from expected non-interaction effect. Drug 1: C1CNP(=O)(OC1)N(CCCl)CCCl. Drug 2: CCC1=C2N=C(C=C(N2N=C1)NCC3=C[N+](=CC=C3)[O-])N4CCCCC4CCO. Cell line: T-47D. Synergy scores: CSS=23.9, Synergy_ZIP=6.39, Synergy_Bliss=7.59, Synergy_Loewe=-27.8, Synergy_HSA=5.91.